This data is from Full USPTO retrosynthesis dataset with 1.9M reactions from patents (1976-2016). The task is: Predict the reactants needed to synthesize the given product. (1) Given the product [CH2:17]([N:16]([CH2:19][CH3:20])[CH2:15][CH2:14][N:13]1[C:12]2[CH:21]=[C:22]([NH:25][C:33]([C:35]3[S:36][CH:37]=[CH:38][CH:39]=3)=[NH:34])[CH:23]=[CH:24][C:11]=2[N:10]=[C:9]1[CH2:8][C:7]1[CH:28]=[CH:29][C:4]([O:3][CH2:1][CH3:2])=[CH:5][CH:6]=1)[CH3:18], predict the reactants needed to synthesize it. The reactants are: [CH2:1]([O:3][C:4]1[CH:29]=[CH:28][C:7]([CH2:8][C:9]2[N:13]([CH2:14][CH2:15][N:16]([CH2:19][CH3:20])[CH2:17][CH3:18])[C:12]3[CH:21]=[C:22]([N+:25]([O-])=O)[CH:23]=[CH:24][C:11]=3[N:10]=2)=[CH:6][CH:5]=1)[CH3:2].I.CS[C:33]([C:35]1[S:36][CH:37]=[CH:38][CH:39]=1)=[NH:34]. (2) Given the product [OH:8][CH2:9][C@H:10]1[CH2:14][N:13]([C:15]2[CH:16]=[CH:17][C:18]3[O:19][CH2:20][C:21](=[O:25])[NH:22][C:23]=3[N:24]=2)[C:12](=[O:26])[CH2:11]1, predict the reactants needed to synthesize it. The reactants are: [Si]([O:8][CH2:9][C@H:10]1[CH2:14][N:13]([C:15]2[CH:16]=[CH:17][C:18]3[O:19][CH2:20][C:21](=[O:25])[NH:22][C:23]=3[N:24]=2)[C:12](=[O:26])[CH2:11]1)(C(C)(C)C)(C)C.[F-].C([N+](CCCC)(CCCC)CCCC)CCC.